From a dataset of Catalyst prediction with 721,799 reactions and 888 catalyst types from USPTO. Predict which catalyst facilitates the given reaction. (1) Reactant: [BH4-].[Na+].[Si:3]([O:10][CH2:11][CH2:12][CH2:13][O:14][C:15]1[CH:22]=[CH:21][C:18]([CH:19]=[O:20])=[C:17]([O:23][CH3:24])[CH:16]=1)([C:6]([CH3:9])([CH3:8])[CH3:7])([CH3:5])[CH3:4]. Product: [Si:3]([O:10][CH2:11][CH2:12][CH2:13][O:14][C:15]1[CH:22]=[CH:21][C:18]([CH2:19][OH:20])=[C:17]([O:23][CH3:24])[CH:16]=1)([C:6]([CH3:8])([CH3:7])[CH3:9])([CH3:4])[CH3:5]. The catalyst class is: 36. (2) Reactant: Br[CH2:2][C:3]1[CH:8]=[C:7]([Cl:9])[CH:6]=[CH:5][C:4]=1[C:10]1[C:14]([Cl:15])=[N:13][S:12][N:11]=1.[N-:16]=[N+:17]=[N-:18].[Na+]. Product: [N:16]([CH2:2][C:3]1[CH:8]=[C:7]([Cl:9])[CH:6]=[CH:5][C:4]=1[C:10]1[C:14]([Cl:15])=[N:13][S:12][N:11]=1)=[N+:17]=[N-:18]. The catalyst class is: 3.